Dataset: Full USPTO retrosynthesis dataset with 1.9M reactions from patents (1976-2016). Task: Predict the reactants needed to synthesize the given product. (1) Given the product [NH2:1][C:4]1[CH:5]=[C:6]([CH2:10][C:11]#[N:12])[CH:7]=[CH:8][CH:9]=1, predict the reactants needed to synthesize it. The reactants are: [N+:1]([C:4]1[CH:5]=[C:6]([CH2:10][C:11]#[N:12])[CH:7]=[CH:8][CH:9]=1)([O-])=O.O. (2) Given the product [CH:2]([CH:3]([CH2:12][C:13]1[CH:21]=[C:20]([CH3:22])[C:19]2[C:15](=[CH:16][N:17]([CH2:23][O:24][CH2:25][CH2:26][Si:27]([CH3:30])([CH3:29])[CH3:28])[N:18]=2)[CH:14]=1)[CH2:4][C:5]([O:7][C:8]([CH3:10])([CH3:9])[CH3:11])=[O:6])=[O:1], predict the reactants needed to synthesize it. The reactants are: [OH:1][CH2:2][CH:3]([CH2:12][C:13]1[CH:21]=[C:20]([CH3:22])[C:19]2[C:15](=[CH:16][N:17]([CH2:23][O:24][CH2:25][CH2:26][Si:27]([CH3:30])([CH3:29])[CH3:28])[N:18]=2)[CH:14]=1)[CH2:4][C:5]([O:7][C:8]([CH3:11])([CH3:10])[CH3:9])=[O:6].CC(OI1(OC(C)=O)(OC(C)=O)OC(=O)C2C=CC=CC1=2)=O. (3) Given the product [Cl:1][C:2]1[CH:3]=[C:4]2[C:9](=[CH:10][CH:11]=1)[N:8]=[C:7]([C:12]1([CH3:14])[CH2:13][CH:20]=[N:21][NH:22]1)[NH:6][C:5]2=[O:15], predict the reactants needed to synthesize it. The reactants are: [Cl:1][C:2]1[CH:3]=[C:4]2[C:9](=[CH:10][CH:11]=1)[N:8]=[C:7]([C:12]([CH3:14])=[CH2:13])[NH:6][C:5]2=[O:15].[Si]([CH:20]=[N+:21]=[N-:22])(C)(C)C. (4) Given the product [NH2:34][C:33]1[N:29]([C:22]2[C:21]([Cl:20])=[CH:26][C:25]([Cl:27])=[CH:24][C:23]=2[Cl:28])[N:30]=[C:31]([CH3:35])[CH:32]=1, predict the reactants needed to synthesize it. The reactants are: [Na].CC1ON=CC=1.ClC1C=C(Cl)C=C(Cl)C=1NN.Cl.[Cl:20][C:21]1[CH:26]=[C:25]([Cl:27])[CH:24]=[C:23]([Cl:28])[C:22]=1[NH:29][N:30]=[C:31]([CH3:35])[CH2:32][C:33]#[N:34].C[O-].[Na+]. (5) Given the product [F:1][C:2]1[CH:3]=[CH:4][C:5]([N:8]2[CH:12]=[CH:11][C:10]([NH:13][C:21]([C:23]3[C:28]([NH:29][C:30]4[CH:35]=[N:34][CH:33]=[N:32][CH:31]=4)=[CH:27][CH:26]=[C:25]([CH3:36])[N:24]=3)=[O:20])=[N:9]2)=[CH:6][CH:7]=1, predict the reactants needed to synthesize it. The reactants are: [F:1][C:2]1[CH:7]=[CH:6][C:5]([N:8]2[CH:12]=[CH:11][C:10]([NH2:13])=[N:9]2)=[CH:4][CH:3]=1.C[Al](C)C.C([O:20][C:21]([C:23]1[C:28]([NH:29][C:30]2[CH:31]=[N:32][CH:33]=[N:34][CH:35]=2)=[CH:27][CH:26]=[C:25]([CH3:36])[N:24]=1)=O)C.O.